Dataset: Forward reaction prediction with 1.9M reactions from USPTO patents (1976-2016). Task: Predict the product of the given reaction. (1) Given the reactants Cl[CH2:2][CH2:3][NH:4][C:5](=[O:11])[O:6][C:7]([CH3:10])([CH3:9])[CH3:8].[NH:12]1[C:16]2[CH:17]=[CH:18][CH:19]=[CH:20][C:15]=2[N:14]=[C:13]1[CH2:21][N:22]([CH3:33])[CH:23]1[C:32]2[N:31]=[CH:30][CH:29]=[CH:28][C:27]=2[CH2:26][CH2:25][CH2:24]1.CN(CC1N(CC2C=NC=CC=2)C2C=CC=CC=2N=1)C1C2N=CC=CC=2CCC1, predict the reaction product. The product is: [CH3:33][N:22]([CH2:21][C:13]1[N:12]([CH2:2][CH2:3][NH:4][C:5](=[O:11])[O:6][C:7]([CH3:10])([CH3:9])[CH3:8])[C:16]2[CH:17]=[CH:18][CH:19]=[CH:20][C:15]=2[N:14]=1)[CH:23]1[C:32]2[N:31]=[CH:30][CH:29]=[CH:28][C:27]=2[CH2:26][CH2:25][CH2:24]1. (2) Given the reactants F[C:2]1[CH:7]=[CH:6]C=[CH:4][C:3]=1[N:8]1[C:13]2[CH:14]=[CH:15][CH:16]=[CH:17][C:12]=2[CH2:11][CH:10]([CH2:18][CH2:19][CH2:20][NH:21][CH3:22])[S:9]1(=[O:24])=[O:23].BrC1C=CC=CC=1CCS(Cl)(=O)=O.[NH2:38]C1C=NC=CC=1.CN(C)CC, predict the reaction product. The product is: [O:24]=[S:9]1(=[O:23])[CH:10]([CH2:18][CH2:19][CH2:20][NH:21][CH3:22])[CH2:11][C:12]2[CH:17]=[CH:16][CH:15]=[CH:14][C:13]=2[N:8]1[C:3]1[CH:4]=[N:38][CH:6]=[CH:7][CH:2]=1. (3) Given the reactants OC(C(F)(F)F)=O.[CH3:8][N:9]([CH3:35])[S:10]([N:13]1[C:21]2[CH:20]=[CH:19][C:18]([C:22]([N:24]3[CH2:29][CH2:28][CH:27]([CH3:30])[CH2:26][CH2:25]3)=[O:23])=[CH:17][C:16]=2[C:15]2[CH2:31][NH:32][CH2:33][CH2:34][C:14]1=2)(=[O:12])=[O:11].[F:36][C:37]([F:42])([F:41])[CH2:38][CH:39]=O, predict the reaction product. The product is: [CH3:35][N:9]([CH3:8])[S:10]([N:13]1[C:21]2[CH:20]=[CH:19][C:18]([C:22]([N:24]3[CH2:29][CH2:28][CH:27]([CH3:30])[CH2:26][CH2:25]3)=[O:23])=[CH:17][C:16]=2[C:15]2[CH2:31][N:32]([CH2:39][CH2:38][C:37]([F:42])([F:41])[F:36])[CH2:33][CH2:34][C:14]1=2)(=[O:11])=[O:12]. (4) Given the reactants [C:1]([O:5][C:6](=[O:26])[NH:7][CH:8]([C:18]1[CH:23]=[CH:22][C:21]([CH3:24])=[C:20]([Cl:25])[CH:19]=1)[C:9]([C:11]1[CH:16]=[CH:15][C:14]([OH:17])=[CH:13][CH:12]=1)=[O:10])([CH3:4])([CH3:3])[CH3:2].O[CH:28]1[CH2:32][CH2:31][O:30][CH2:29]1, predict the reaction product. The product is: [C:1]([O:5][C:6](=[O:26])[NH:7][CH:8]([C:18]1[CH:23]=[CH:22][C:21]([CH3:24])=[C:20]([Cl:25])[CH:19]=1)[C:9](=[O:10])[C:11]1[CH:16]=[CH:15][C:14]([O:17][CH:28]2[CH2:32][CH2:31][O:30][CH2:29]2)=[CH:13][CH:12]=1)([CH3:4])([CH3:2])[CH3:3]. (5) The product is: [CH:16]([O:15][C:12]1[CH:11]=[C:8]2[C:7](=[CH:14][CH:13]=1)[C:6](=[O:19])[N:5]([CH2:1][CH:2]([CH3:4])[CH3:3])[CH:9]2[OH:10])([CH3:18])[CH3:17]. Given the reactants [CH2:1]([N:5]1[C:9](=[O:10])[C:8]2=[CH:11][C:12]([O:15][CH:16]([CH3:18])[CH3:17])=[CH:13][CH:14]=[C:7]2[C:6]1=[O:19])[CH:2]([CH3:4])[CH3:3].O, predict the reaction product. (6) Given the reactants [NH:1]1[CH2:6][CH2:5][CH:4]([NH:7][C:8]2[S:9][C:10]([C:13]([F:16])([F:15])[F:14])=[N:11][N:12]=2)[CH2:3][CH2:2]1.[F:17][C:18]1[CH:25]=[CH:24][C:21]([CH2:22]Cl)=[CH:20][CH:19]=1.C(N(C(C)C)CC)(C)C, predict the reaction product. The product is: [F:17][C:18]1[CH:25]=[CH:24][C:21]([CH2:22][N:1]2[CH2:6][CH2:5][CH:4]([NH:7][C:8]3[S:9][C:10]([C:13]([F:16])([F:14])[F:15])=[N:11][N:12]=3)[CH2:3][CH2:2]2)=[CH:20][CH:19]=1.